From a dataset of Forward reaction prediction with 1.9M reactions from USPTO patents (1976-2016). Predict the product of the given reaction. Given the reactants [Br:1][C:2]1[CH:7]=[C:6]([N+:8]([O-])=O)[C:5]([CH3:11])=[C:4]([O:12][CH3:13])[CH:3]=1.C(O)(=O)C, predict the reaction product. The product is: [Br:1][C:2]1[CH:3]=[C:4]([O:12][CH3:13])[C:5]([CH3:11])=[C:6]([CH:7]=1)[NH2:8].